This data is from Catalyst prediction with 721,799 reactions and 888 catalyst types from USPTO. The task is: Predict which catalyst facilitates the given reaction. (1) Reactant: C([N:8]1[CH:12]=[C:11]([C:13]2[N:18]=[CH:17][C:16]([NH2:19])=[C:15]([C:20]3[C:21](F)=[N:22][CH:23]=[C:24]([C:26]4[CH:31]=[CH:30][C:29]([CH2:32][N:33]5[CH2:38][CH2:37][CH2:36][CH2:35][CH2:34]5)=[CH:28][CH:27]=4)[CH:25]=3)[CH:14]=2)[N:10]=[N:9]1)C1C=CC=CC=1.C[Si]([N-][Si](C)(C)C)(C)C.[Na+]. Product: [NH:8]1[CH:12]=[C:11]([C:13]2[N:18]=[CH:17][C:16]3[NH:19][C:21]4[N:22]=[CH:23][C:24]([C:26]5[CH:31]=[CH:30][C:29]([CH2:32][N:33]6[CH2:38][CH2:37][CH2:36][CH2:35][CH2:34]6)=[CH:28][CH:27]=5)=[CH:25][C:20]=4[C:15]=3[CH:14]=2)[N:10]=[N:9]1. The catalyst class is: 7. (2) Reactant: [F:1][C:2]1[CH:3]=[C:4]([C@H:9]([CH:14]2[CH2:17][NH:16][CH2:15]2)[C:10](F)([CH3:12])[CH3:11])[CH:5]=[C:6]([F:8])[CH:7]=1.C([O-])([O-])=[O:19].[Cs+].[Cs+].Br[CH:25]([C:34]1[CH:39]=[CH:38][C:37]([Cl:40])=[CH:36][CH:35]=1)[C:26]1[CH:27]=[C:28]([CH:31]=[CH:32][CH:33]=1)[C:29]#[N:30]. Product: [Cl:40][C:37]1[CH:38]=[CH:39][C:34]([C@H:25]([N:16]2[CH2:17][CH:14]([C@@H:9]([C:4]3[CH:3]=[C:2]([F:1])[CH:7]=[C:6]([F:8])[CH:5]=3)[C:10]([OH:19])([CH3:12])[CH3:11])[CH2:15]2)[C:26]2[CH:27]=[C:28]([CH:31]=[CH:32][CH:33]=2)[C:29]#[N:30])=[CH:35][CH:36]=1. The catalyst class is: 10. (3) Reactant: [OH:1][CH:2]1[CH2:6][NH:5][C@H:4]([C:7]([OH:9])=[O:8])[CH2:3]1.O.C(N(CC)CC)C.[CH3:18][C:19]1[CH:24]=[CH:23][CH:22]=[CH:21][C:20]=1[C:25]1[CH:30]=[CH:29][C:28]([C:31](Cl)=[O:32])=[CH:27][CH:26]=1. Product: [OH:1][C@H:2]1[CH2:6][N:5]([C:31]([C:28]2[CH:27]=[CH:26][C:25]([C:20]3[CH:21]=[CH:22][CH:23]=[CH:24][C:19]=3[CH3:18])=[CH:30][CH:29]=2)=[O:32])[C@H:4]([C:7]([OH:9])=[O:8])[CH2:3]1. The catalyst class is: 7. (4) The catalyst class is: 1. Product: [Cl:1][C:2]1[C:11]2[C:6](=[CH:7][CH:8]=[C:9]([C:12]([C:14]3[N:18]([CH3:19])[C:17]([CH3:20])=[N:16][CH:15]=3)([OH:13])[CH3:35])[CH:10]=2)[N:5]=[C:4]([O:21][CH3:22])[C:3]=1[CH2:23][C:24]1[CH:25]=[CH:26][C:27]([C:30]([F:31])([F:33])[F:32])=[CH:28][CH:29]=1. Reactant: [Cl:1][C:2]1[C:11]2[C:6](=[CH:7][CH:8]=[C:9]([C:12]([C:14]3[N:18]([CH3:19])[C:17]([CH3:20])=[N:16][CH:15]=3)=[O:13])[CH:10]=2)[N:5]=[C:4]([O:21][CH3:22])[C:3]=1[CH2:23][C:24]1[CH:29]=[CH:28][C:27]([C:30]([F:33])([F:32])[F:31])=[CH:26][CH:25]=1.[Li][CH3:35]. (5) Reactant: C[O:2][C:3]1[CH:11]=[CH:10][C:6]2=[N:7][O:8][N:9]=[C:5]2[C:4]=1[CH3:12].B(Br)(Br)Br. Product: [CH3:12][C:4]1[C:5]2[C:6](=[N:7][O:8][N:9]=2)[CH:10]=[CH:11][C:3]=1[OH:2]. The catalyst class is: 26.